From a dataset of Forward reaction prediction with 1.9M reactions from USPTO patents (1976-2016). Predict the product of the given reaction. (1) Given the reactants Br[C:2]1[CH:7]=[CH:6][C:5]([C:8]#[N:9])=[CH:4][N:3]=1.[C:10]([NH2:14])([CH3:13])([CH3:12])[CH3:11], predict the reaction product. The product is: [C:10]([NH:14][C:2]1[CH:7]=[CH:6][C:5]([C:8]#[N:9])=[CH:4][N:3]=1)([CH3:13])([CH3:12])[CH3:11]. (2) Given the reactants [Cl:1][C:2]1[S:6][C:5]([S:7]([NH:10][C:11]2[CH:19]=[CH:18][C:14]([C:15]([OH:17])=[O:16])=[C:13]([OH:20])[CH:12]=2)(=[O:9])=[O:8])=[CH:4][C:3]=1[C:21]1[CH:22]=[CH:23][C:24]2[O:28][CH2:27][CH2:26][C:25]=2[CH:29]=1.C(N1C=CN=C1)(N1C=CN=C1)=O.N1C=CC=CC=1.[CH3:48][O:49][CH2:50][CH2:51]O, predict the reaction product. The product is: [Cl:1][C:2]1[S:6][C:5]([S:7]([NH:10][C:11]2[CH:19]=[CH:18][C:14]([C:15]([O:17][CH2:51][CH2:50][O:49][CH3:48])=[O:16])=[C:13]([OH:20])[CH:12]=2)(=[O:8])=[O:9])=[CH:4][C:3]=1[C:21]1[CH:22]=[CH:23][C:24]2[O:28][CH2:27][CH2:26][C:25]=2[CH:29]=1. (3) Given the reactants [CH2:1]([N:8]([CH2:21][C:22]1[CH:41]=[CH:40][C:25]([O:26][C:27]2[CH:39]=[CH:38][C:30]([O:31][CH2:32][CH2:33][CH2:34][C:35](O)=[O:36])=[CH:29][CH:28]=2)=[CH:24][CH:23]=1)[C:9]1[CH:14]=[CH:13][CH:12]=[C:11]([NH:15][S:16]([CH3:19])(=[O:18])=[O:17])[C:10]=1[CH3:20])[C:2]1[CH:7]=[CH:6][CH:5]=[CH:4][CH:3]=1.Cl.C([O:45][C:46](=[O:50])[CH2:47][CH2:48][NH2:49])C, predict the reaction product. The product is: [CH2:1]([N:8]([CH2:21][C:22]1[CH:23]=[CH:24][C:25]([O:26][C:27]2[CH:28]=[CH:29][C:30]([O:31][CH2:32][CH2:33][CH2:34][C:35]([NH:49][CH2:48][CH2:47][C:46]([OH:45])=[O:50])=[O:36])=[CH:38][CH:39]=2)=[CH:40][CH:41]=1)[C:9]1[CH:14]=[CH:13][CH:12]=[C:11]([NH:15][S:16]([CH3:19])(=[O:17])=[O:18])[C:10]=1[CH3:20])[C:2]1[CH:3]=[CH:4][CH:5]=[CH:6][CH:7]=1. (4) Given the reactants [O:1]1[CH2:7][CH2:6][CH2:5][CH2:4][O:3][CH:2]1[CH2:8][C:9]#[N:10].Cl.[NH2:12][OH:13].C[O-].[Na+], predict the reaction product. The product is: [O:1]1[CH2:7][CH2:6][CH2:5][CH2:4][O:3][CH:2]1[CH2:8][C:9](=[N:12][OH:13])[NH2:10]. (5) Given the reactants [C:1]([C:3]1[CH:8]=[CH:7][N:6]=[C:5]([NH:9][C:10]2[N:15]=[C:14]([C:16]3[CH:17]=[N:18][C:19]([N:22]4[CH2:27][CH2:26][N:25]([CH2:28][C:29]([O:31]C(C)(C)C)=[O:30])[CH2:24][CH2:23]4)=[CH:20][CH:21]=3)[CH:13]=[C:12]([CH:36]3[CH2:38][CH2:37]3)[CH:11]=2)[CH:4]=1)#[N:2].[ClH:39].O1CCOCC1, predict the reaction product. The product is: [ClH:39].[C:1]([C:3]1[CH:8]=[CH:7][N:6]=[C:5]([NH:9][C:10]2[N:15]=[C:14]([C:16]3[CH:17]=[N:18][C:19]([N:22]4[CH2:23][CH2:24][N:25]([CH2:28][C:29]([OH:31])=[O:30])[CH2:26][CH2:27]4)=[CH:20][CH:21]=3)[CH:13]=[C:12]([CH:36]3[CH2:37][CH2:38]3)[CH:11]=2)[CH:4]=1)#[N:2].